From a dataset of Full USPTO retrosynthesis dataset with 1.9M reactions from patents (1976-2016). Predict the reactants needed to synthesize the given product. (1) Given the product [CH3:14][C:11]1[CH:10]=[CH:9][C:8]([C:6]2[CH:7]=[C:2]([O:1][C:26]3[N:31]=[CH:30][CH:29]=[CH:28][N:27]=3)[CH:3]=[C:4]([C:15]([O:17][CH3:18])=[O:16])[CH:5]=2)=[CH:13][CH:12]=1, predict the reactants needed to synthesize it. The reactants are: [OH:1][C:2]1[CH:3]=[C:4]([C:15]([O:17][CH3:18])=[O:16])[CH:5]=[C:6]([C:8]2[CH:13]=[CH:12][C:11]([CH3:14])=[CH:10][CH:9]=2)[CH:7]=1.[H-].[Na+].CS(C)=O.Cl[C:26]1[N:31]=[CH:30][CH:29]=[CH:28][N:27]=1. (2) Given the product [F:46][C:45]([F:48])([F:47])[C:43]([OH:49])=[O:44].[F:46][C:45]([F:48])([F:47])[C:43]([OH:49])=[O:44].[NH2:32][CH2:31][CH2:30][NH:29][C:27](=[O:28])[C:26]1[CH:40]=[CH:41][CH:42]=[C:24]([C:22]([NH:21][CH2:20][CH2:19][N:16]2[CH2:15][CH2:14][N:13]([C:10]3[C:11]4[S:12][C:4]([C:1](=[O:3])[NH2:2])=[CH:5][C:6]=4[N:7]=[CH:8][N:9]=3)[CH2:18][CH2:17]2)=[O:23])[CH:25]=1.[NH2:32][CH2:31][CH2:30][NH:29][C:27](=[O:28])[C:26]1[CH:40]=[CH:41][CH:42]=[C:24]([C:22]([NH:21][CH2:20][CH2:19][N:16]2[CH2:15][CH2:14][N:13]([C:10]3[C:11]4[S:12][C:4]([C:1](=[O:3])[NH2:2])=[CH:5][C:6]=4[N:7]=[CH:8][N:9]=3)[CH2:18][CH2:17]2)=[O:23])[CH:25]=1, predict the reactants needed to synthesize it. The reactants are: [C:1]([C:4]1[S:12][C:11]2[C:10]([N:13]3[CH2:18][CH2:17][N:16]([CH2:19][CH2:20][NH:21][C:22]([C:24]4[CH:25]=[C:26]([CH:40]=[CH:41][CH:42]=4)[C:27]([NH:29][CH2:30][CH2:31][NH:32]C(=O)OC(C)(C)C)=[O:28])=[O:23])[CH2:15][CH2:14]3)=[N:9][CH:8]=[N:7][C:6]=2[CH:5]=1)(=[O:3])[NH2:2].[C:43]([OH:49])([C:45]([F:48])([F:47])[F:46])=[O:44]. (3) The reactants are: C1CCN(C(N=NC(N2CCCCC2)=O)=O)CC1.[CH3:19][O:20][CH2:21][C@@H:22]([O:24][C:25]1[CH:26]=[C:27]([C:42]2[NH:46][N:45]=[C:44]([OH:47])[CH:43]=2)[CH:28]=[C:29]([O:31][C:32]2[CH:37]=[CH:36][C:35]([S:38]([CH3:41])(=[O:40])=[O:39])=[CH:34][CH:33]=2)[CH:30]=1)[CH3:23].[C:48]([O:52][CH3:53])(=[O:51])[CH2:49]O.C(P(CCCC)CCCC)CCC. Given the product [CH3:19][O:20][CH2:21][C@@H:22]([O:24][C:25]1[CH:26]=[C:27]([C:42]2[NH:46][N:45]=[C:44]([O:47][CH2:49][C:48]([O:52][CH3:53])=[O:51])[CH:43]=2)[CH:28]=[C:29]([O:31][C:32]2[CH:37]=[CH:36][C:35]([S:38]([CH3:41])(=[O:40])=[O:39])=[CH:34][CH:33]=2)[CH:30]=1)[CH3:23], predict the reactants needed to synthesize it.